From a dataset of NCI-60 drug combinations with 297,098 pairs across 59 cell lines. Regression. Given two drug SMILES strings and cell line genomic features, predict the synergy score measuring deviation from expected non-interaction effect. (1) Drug 1: COC1=C(C=C2C(=C1)N=CN=C2NC3=CC(=C(C=C3)F)Cl)OCCCN4CCOCC4. Drug 2: CN(C(=O)NC(C=O)C(C(C(CO)O)O)O)N=O. Cell line: 786-0. Synergy scores: CSS=15.4, Synergy_ZIP=-5.95, Synergy_Bliss=-4.68, Synergy_Loewe=-24.5, Synergy_HSA=-4.09. (2) Drug 1: C1C(C(OC1N2C=NC3=C(N=C(N=C32)Cl)N)CO)O. Drug 2: C1=NC(=NC(=O)N1C2C(C(C(O2)CO)O)O)N. Cell line: M14. Synergy scores: CSS=36.5, Synergy_ZIP=1.30, Synergy_Bliss=-0.264, Synergy_Loewe=-13.1, Synergy_HSA=-5.20. (3) Drug 1: C1CCC(C1)C(CC#N)N2C=C(C=N2)C3=C4C=CNC4=NC=N3. Drug 2: C1CN(CCN1C(=O)CCBr)C(=O)CCBr. Cell line: SNB-19. Synergy scores: CSS=7.60, Synergy_ZIP=-4.36, Synergy_Bliss=-0.708, Synergy_Loewe=-9.90, Synergy_HSA=-3.32.